Task: Regression. Given two drug SMILES strings and cell line genomic features, predict the synergy score measuring deviation from expected non-interaction effect.. Dataset: NCI-60 drug combinations with 297,098 pairs across 59 cell lines (1) Synergy scores: CSS=-1.31, Synergy_ZIP=3.00, Synergy_Bliss=4.36, Synergy_Loewe=-1.23, Synergy_HSA=-2.44. Cell line: SK-MEL-28. Drug 1: CS(=O)(=O)C1=CC(=C(C=C1)C(=O)NC2=CC(=C(C=C2)Cl)C3=CC=CC=N3)Cl. Drug 2: CC(C)(C#N)C1=CC(=CC(=C1)CN2C=NC=N2)C(C)(C)C#N. (2) Drug 1: CCC1(CC2CC(C3=C(CCN(C2)C1)C4=CC=CC=C4N3)(C5=C(C=C6C(=C5)C78CCN9C7C(C=CC9)(C(C(C8N6C)(C(=O)OC)O)OC(=O)C)CC)OC)C(=O)OC)O.OS(=O)(=O)O. Drug 2: CN(CC1=CN=C2C(=N1)C(=NC(=N2)N)N)C3=CC=C(C=C3)C(=O)NC(CCC(=O)O)C(=O)O. Cell line: TK-10. Synergy scores: CSS=53.6, Synergy_ZIP=1.40, Synergy_Bliss=2.63, Synergy_Loewe=-2.18, Synergy_HSA=0.216. (3) Drug 1: CNC(=O)C1=CC=CC=C1SC2=CC3=C(C=C2)C(=NN3)C=CC4=CC=CC=N4. Drug 2: CC12CCC3C(C1CCC2OP(=O)(O)O)CCC4=C3C=CC(=C4)OC(=O)N(CCCl)CCCl.[Na+]. Cell line: SF-295. Synergy scores: CSS=6.66, Synergy_ZIP=-3.76, Synergy_Bliss=-3.97, Synergy_Loewe=-7.02, Synergy_HSA=-2.44. (4) Drug 1: CCC1(CC2CC(C3=C(CCN(C2)C1)C4=CC=CC=C4N3)(C5=C(C=C6C(=C5)C78CCN9C7C(C=CC9)(C(C(C8N6C)(C(=O)OC)O)OC(=O)C)CC)OC)C(=O)OC)O.OS(=O)(=O)O. Drug 2: CCCCCOC(=O)NC1=NC(=O)N(C=C1F)C2C(C(C(O2)C)O)O. Cell line: RPMI-8226. Synergy scores: CSS=8.50, Synergy_ZIP=0.596, Synergy_Bliss=-1.81, Synergy_Loewe=-2.53, Synergy_HSA=-4.18. (5) Drug 1: CN(C)N=NC1=C(NC=N1)C(=O)N. Drug 2: CCC1=C2CN3C(=CC4=C(C3=O)COC(=O)C4(CC)O)C2=NC5=C1C=C(C=C5)O. Cell line: M14. Synergy scores: CSS=19.0, Synergy_ZIP=2.34, Synergy_Bliss=3.06, Synergy_Loewe=-45.2, Synergy_HSA=-0.127. (6) Drug 1: CN(C)N=NC1=C(NC=N1)C(=O)N. Drug 2: CC1=C(C=C(C=C1)NC(=O)C2=CC=C(C=C2)CN3CCN(CC3)C)NC4=NC=CC(=N4)C5=CN=CC=C5. Cell line: SK-MEL-28. Synergy scores: CSS=1.49, Synergy_ZIP=1.15, Synergy_Bliss=2.28, Synergy_Loewe=-0.804, Synergy_HSA=-0.241.